From a dataset of Reaction yield outcomes from USPTO patents with 853,638 reactions. Predict the reaction yield, written as a fraction of the theoretical maximum amount of product (1.0 means a 100% yield; for example, 0.34 means a 34% yield). (1) The reactants are C(OC(N1C(C(=O)NC2C=C(Br)C=CC=2N)CC2(CC2)C1)=O)C1C=CC=CC=1.[CH2:29]([O:36][C:37]([N:39]1[CH:45]([C:46](=[O:56])[NH:47][C:48]2[CH:53]=[CH:52][C:51]([Br:54])=[CH:50][C:49]=2[NH2:55])[CH2:44][C:41]2(CC2)[CH2:40]1)=[O:38])[C:30]1[CH:35]=[CH:34][CH:33]=[CH:32][CH:31]=1.C(OC(N1[C@H](C(O)=O)CC2([O:73][CH2:72][CH2:71][O:70]2)C1)=O)C1C=CC=CC=1. No catalyst specified. The product is [NH2:55][C:49]1[CH:50]=[C:51]([Br:54])[CH:52]=[CH:53][C:48]=1[NH:47][C:46]([C@@H:45]1[CH2:44][C:41]2([O:73][CH2:72][CH2:71][O:70]2)[CH2:40][N:39]1[C:37]([O:36][CH2:29][C:30]1[CH:31]=[CH:32][CH:33]=[CH:34][CH:35]=1)=[O:38])=[O:56]. The yield is 1.00. (2) The yield is 0.800. The product is [NH2:29][C@H:19]1[CH2:20][CH2:21][C@@:22]2([CH3:23])[C@H:17]([CH2:16][CH2:15][C@@H:14]3[C@@H:24]2[CH2:25][CH2:26][C@@:27]2([CH3:28])[C@H:13]3[CH2:12][CH2:11][C@@H:10]2[C@H:8]([CH3:9])[CH2:7][CH2:6][C:5]([OH:30])=[O:4])[CH2:18]1. The reactants are [OH-].[Na+].C[O:4][C:5](=[O:30])[CH2:6][CH2:7][C@H:8]([C@@H:10]1[C@:27]2([CH3:28])[C@H:13]([C@H:14]3[C@H:24]([CH2:25][CH2:26]2)[C@:22]2([CH3:23])[C@@H:17]([CH2:18][C@@H:19]([NH2:29])[CH2:20][CH2:21]2)[CH2:16][CH2:15]3)[CH2:12][CH2:11]1)[CH3:9]. The catalyst is CO. (3) The reactants are [CH3:1][CH:2]([CH3:20])[CH2:3][CH2:4][NH:5][C:6]([C:8]1[N:9]=[N:10][C:11]([N:14]2[CH2:19][CH2:18][NH:17][CH2:16][CH2:15]2)=[CH:12][CH:13]=1)=[O:7].[Cl:21][C:22]1[CH:30]=[CH:29][C:28]([Cl:31])=[CH:27][C:23]=1[C:24](O)=[O:25].N12CCCN=C1CCCCC2.CN(C)CCCN=C=NCC. The catalyst is CN(C=O)C.CCOC(C)=O. The product is [CH3:1][CH:2]([CH3:20])[CH2:3][CH2:4][NH:5][C:6]([C:8]1[N:9]=[N:10][C:11]([N:14]2[CH2:19][CH2:18][N:17]([C:24](=[O:25])[C:23]3[CH:27]=[C:28]([Cl:31])[CH:29]=[CH:30][C:22]=3[Cl:21])[CH2:16][CH2:15]2)=[CH:12][CH:13]=1)=[O:7]. The yield is 0.890. (4) The reactants are [Cl:1][C:2]1[CH:7]=[CH:6][C:5]([N:8]2[CH2:14][CH2:13][CH2:12][NH:11][CH2:10][CH2:9]2)=[CH:4][CH:3]=1.[C:15]([O:19][C:20]([N:22]1[CH2:27][CH:26]2[CH:24]([O:25]2)[CH2:23]1)=[O:21])([CH3:18])([CH3:17])[CH3:16].FC(F)(F)S([O-])(=O)=O.[Ca+2].FC(F)(F)S([O-])(=O)=O. The catalyst is C(#N)C. The product is [C:15]([O:19][C:20]([N:22]1[CH2:23][C@@H:24]([OH:25])[C@H:26]([N:11]2[CH2:12][CH2:13][CH2:14][N:8]([C:5]3[CH:4]=[CH:3][C:2]([Cl:1])=[CH:7][CH:6]=3)[CH2:9][CH2:10]2)[CH2:27]1)=[O:21])([CH3:18])([CH3:16])[CH3:17]. The yield is 0.410. (5) The reactants are [CH3:1]CN(C(C)C)C(C)C.[CH3:10][CH2:11][C@H:12]([C@H:14]([NH:59][C:60]([C@@H:62]1[N:67]([CH3:68])[CH2:66][CH2:65][CH2:64][CH2:63]1)=[O:61])[C:15]([N:17]([C@@H:26]([CH:56]([CH3:58])[CH3:57])[CH2:27][C@@H:28]([O:52][C:53]([CH3:55])=[O:54])[C:29]1[S:33][CH:32]=[C:31]([C:34]([NH:36][C@H:37]([CH2:46][C@@H:47]([C:49]([OH:51])=[O:50])[CH3:48])[CH2:38][C:39]2[CH:40]=[CH:41][C:42](O)=[CH:43][CH:44]=2)=[O:35])[N:30]=1)[CH2:18][O:19][C:20]([CH2:22][CH:23]([CH3:25])[CH3:24])=[O:21])=[O:16])[CH3:13]. The catalyst is CN(C=O)C. The product is [CH3:10][CH2:11][C@@H:12]([C@H:14]([NH:59][C:60]([C@@H:62]1[N:67]([CH3:68])[CH2:66][CH2:65][CH2:64][CH2:63]1)=[O:61])[C:15]([N:17]([C@@H:26]([CH:56]([CH3:58])[CH3:57])[CH2:27][C@@H:28]([O:52][C:53]([CH3:55])=[O:54])[C:29]1[S:33][CH:32]=[C:31]([C:34]([NH:36][C@H:37]([CH2:46][C@@H:47]([C:49]([OH:51])=[O:50])[CH3:48])[CH2:38][C:39]2[CH:44]=[CH:43][C:42]([CH3:1])=[CH:41][CH:40]=2)=[O:35])[N:30]=1)[CH2:18][O:19][C:20]([CH2:22][CH:23]([CH3:25])[CH3:24])=[O:21])=[O:16])[CH3:13]. The yield is 1.00.